From a dataset of Reaction yield outcomes from USPTO patents with 853,638 reactions. Predict the reaction yield, written as a fraction of the theoretical maximum amount of product (1.0 means a 100% yield; for example, 0.34 means a 34% yield). (1) The reactants are [OH:1][C:2]([C:5]1[N:10]=[CH:9][C:8]([C:11]2[CH:16]=[CH:15][N:14]=[C:13]([C:17]([O:19]C(C)C)=[O:18])[CH:12]=2)=[CH:7][CH:6]=1)([CH3:4])[CH3:3].[ClH:23]. No catalyst specified. The product is [ClH:23].[OH:1][C:2]([C:5]1[N:10]=[CH:9][C:8]([C:11]2[CH:16]=[CH:15][N:14]=[C:13]([C:17]([OH:19])=[O:18])[CH:12]=2)=[CH:7][CH:6]=1)([CH3:4])[CH3:3]. The yield is 0.870. (2) The reactants are Cl[C:2]1[N:3]([CH2:25][CH:26]2[CH2:28][CH2:27]2)[C:4]2[C:9]([N:10]=1)=[C:8]([N:11]1[CH2:16][CH2:15][O:14][CH2:13][CH2:12]1)[N:7]=[C:6]([C:17]1[C:18]([CH3:24])=[N:19][C:20]([NH2:23])=[N:21][CH:22]=1)[N:5]=2.[CH3:29][N:30]([CH3:36])[CH:31]1[CH2:35][CH2:34][NH:33][CH2:32]1. The catalyst is CN1CCCC1=O. The product is [CH:26]1([CH2:25][N:3]2[C:2]([N:33]3[CH2:34][CH2:35][CH:31]([N:30]([CH3:36])[CH3:29])[CH2:32]3)=[N:10][C:9]3[C:4]2=[N:5][C:6]([C:17]2[C:18]([CH3:24])=[N:19][C:20]([NH2:23])=[N:21][CH:22]=2)=[N:7][C:8]=3[N:11]2[CH2:16][CH2:15][O:14][CH2:13][CH2:12]2)[CH2:28][CH2:27]1. The yield is 0.460. (3) The product is [OH:1][CH2:2][CH2:3][CH2:4][NH:5][C:23](=[O:24])[CH2:22][C:19]1[CH:18]=[CH:17][C:16]([N+:13]([O-:15])=[O:14])=[CH:21][CH:20]=1. The catalyst is C(Cl)Cl. The reactants are [OH:1][CH2:2][CH2:3][CH2:4][NH2:5].C(N(CC)CC)C.[N+:13]([C:16]1[CH:21]=[CH:20][C:19]([CH2:22][C:23](Cl)=[O:24])=[CH:18][CH:17]=1)([O-:15])=[O:14].O. The yield is 0.110. (4) The reactants are [Li+].C[Si]([N-][Si](C)(C)C)(C)C.[O:11]1[C:15]([C:16]2[N:17]([C:25]([O:27][C:28]([CH3:31])([CH3:30])[CH3:29])=[O:26])[C:18]3[C:23]([CH:24]=2)=[CH:22][CH:21]=[CH:20][CH:19]=3)=[CH:14][N:13]=[CH:12]1.[Cl:32]C(Cl)(Cl)C(Cl)(Cl)Cl. The catalyst is C1COCC1. The product is [Cl:32][C:12]1[O:11][C:15]([C:16]2[N:17]([C:25]([O:27][C:28]([CH3:31])([CH3:30])[CH3:29])=[O:26])[C:18]3[C:23]([CH:24]=2)=[CH:22][CH:21]=[CH:20][CH:19]=3)=[CH:14][N:13]=1. The yield is 0.990. (5) The reactants are [Br:1][C:2]1[CH:11]=[CH:10][C:5]2[C:6](=[O:9])[CH2:7][O:8][C:4]=2[CH:3]=1.[BH4-].[Na+]. The catalyst is CO. The product is [Br:1][C:2]1[CH:11]=[CH:10][C:5]2[CH:6]([OH:9])[CH2:7][O:8][C:4]=2[CH:3]=1. The yield is 0.920. (6) The reactants are Br[C:2]1[N:3]([CH2:27][C:28]2[CH:33]=[CH:32][C:31]([O:34][CH3:35])=[CH:30][CH:29]=2)[C:4]2[C:9](=[O:10])[N:8]([C:11]3[CH:16]=[C:15]([CH3:17])[C:14](=[O:18])[N:13]([CH3:19])[CH:12]=3)[CH:7]([C:20]3[CH:25]=[CH:24][C:23]([Cl:26])=[CH:22][CH:21]=3)[C:5]=2[N:6]=1.[CH:36]1([B-](F)(F)F)[CH2:38][CH2:37]1.[K+].C12(P(C34CC5CC(CC(C5)C3)C4)CCCC)CC3CC(CC(C3)C1)C2.C([O-])([O-])=O.[Cs+].[Cs+]. The catalyst is C1(C)C=CC=CC=1.O.CC([O-])=O.CC([O-])=O.[Pd+2]. The product is [Cl:26][C:23]1[CH:24]=[CH:25][C:20]([CH:7]2[C:5]3[N:6]=[C:2]([CH:36]4[CH2:38][CH2:37]4)[N:3]([CH2:27][C:28]4[CH:33]=[CH:32][C:31]([O:34][CH3:35])=[CH:30][CH:29]=4)[C:4]=3[C:9](=[O:10])[N:8]2[C:11]2[CH:16]=[C:15]([CH3:17])[C:14](=[O:18])[N:13]([CH3:19])[CH:12]=2)=[CH:21][CH:22]=1. The yield is 0.593. (7) The reactants are [C:1]([O:5][C:6](=[O:33])[NH:7][CH2:8][C@H:9]([CH2:25][C:26]1[CH:31]=[CH:30][C:29]([Cl:32])=[CH:28][CH:27]=1)[C:10](N1[C@H](C)[C@H](C2C=CC=CC=2)OC1=O)=[O:11])([CH3:4])([CH3:3])[CH3:2].[Li+].[OH-].OO.[O-:38]S([O-])=O.[Na+].[Na+]. The catalyst is C1COCC1.O.CCOC(C)=O. The product is [C:1]([O:5][C:6]([NH:7][CH2:8][C@H:9]([CH2:25][C:26]1[CH:31]=[CH:30][C:29]([Cl:32])=[CH:28][CH:27]=1)[C:10]([OH:11])=[O:38])=[O:33])([CH3:2])([CH3:3])[CH3:4]. The yield is 0.750. (8) The reactants are O[C:2]1[C:11]2[C:6](=[N:7][CH:8]=[CH:9][CH:10]=2)[N:5]([C:12]2[CH:17]=[CH:16][CH:15]=[CH:14][CH:13]=2)[C:4](=[O:18])[C:3]=1[C:19](=O)[CH2:20][CH2:21][CH2:22][C:23]1[CH:28]=[CH:27][CH:26]=[CH:25][CH:24]=1.O.[NH2:31][NH2:32].O. The catalyst is CN(C=O)C. The product is [C:12]1([N:5]2[C:6]3[N:7]=[CH:8][CH:9]=[CH:10][C:11]=3[C:2]3[NH:31][N:32]=[C:19]([CH2:20][CH2:21][CH2:22][C:23]4[CH:28]=[CH:27][CH:26]=[CH:25][CH:24]=4)[C:3]=3[C:4]2=[O:18])[CH:17]=[CH:16][CH:15]=[CH:14][CH:13]=1. The yield is 0.930.